Dataset: Oral bioavailability binary classification data from Ma et al.. Task: Regression/Classification. Given a drug SMILES string, predict its absorption, distribution, metabolism, or excretion properties. Task type varies by dataset: regression for continuous measurements (e.g., permeability, clearance, half-life) or binary classification for categorical outcomes (e.g., BBB penetration, CYP inhibition). Dataset: bioavailability_ma. (1) The molecule is N=C(N)NC(=O)Cc1c(Cl)cccc1Cl. The result is 1 (high bioavailability). (2) The compound is C[C@@H](O)[C@@H]1NC(=O)[C@H](CCCCN)NC(=O)[C@@H](Cc2c[nH]c3ccccc23)NC(=O)[C@H](Cc2ccccc2)NC(=O)[C@@H](NC(=O)[C@H](N)Cc2ccccc2)CSSC[C@@H](C(=O)N[C@H](CO)[C@@H](C)O)NC1=O. The result is 0 (low bioavailability). (3) The drug is OCCN1CCN(CC/C=C2/c3ccccc3Sc3ccc(C(F)(F)F)cc32)CC1. The result is 1 (high bioavailability). (4) The compound is O=C(O)c1cn(C2CC2)c2cc(N3CCNCC3)c(F)cc2c1=O. The result is 1 (high bioavailability). (5) The molecule is C[C@@H](NCCCc1cccc(C(F)(F)F)c1)c1cccc2ccccc12. The result is 0 (low bioavailability). (6) The drug is CN1CCOC(c2ccccc2)c2ccccc2C1. The result is 1 (high bioavailability).